Dataset: Forward reaction prediction with 1.9M reactions from USPTO patents (1976-2016). Task: Predict the product of the given reaction. (1) Given the reactants [N:1]1[CH:6]=[C:5]([C:7]([O:9][CH3:10])=[O:8])[CH:4]=[CH:3][C:2]=1[C:11]([O-])=[O:12], predict the reaction product. The product is: [OH:12][CH2:11][C:2]1[CH:3]=[CH:4][C:5]([C:7]([O:9][CH3:10])=[O:8])=[CH:6][N:1]=1. (2) Given the reactants [OH-].[K+].[C:3](=[S:5])=S.[NH2:6][C:7]1[CH:12]=[CH:11][CH:10]=[C:9]([NH2:13])[C:8]=1[OH:14], predict the reaction product. The product is: [NH2:6][C:7]1[C:8]2[O:14][C:3](=[S:5])[NH:13][C:9]=2[CH:10]=[CH:11][CH:12]=1. (3) Given the reactants [B:9]1([B:9]2[O:14][CH2:13][C:12]([CH3:16])([CH3:15])[CH2:11][O:10]2)[O:14][CH2:13][C:12]([CH3:16])([CH3:15])[CH2:11][O:10]1.C([O-])(=O)C.[K+].Br[C:23]1[CH:24]=[C:25]([F:34])[C:26]2[O:30][C:29](=[O:31])[N:28]([CH3:32])[C:27]=2[CH:33]=1.C(Cl)Cl, predict the reaction product. The product is: [CH3:16][C:12]1([CH3:15])[CH2:11][O:10][B:9]([C:23]2[CH:24]=[C:25]([F:34])[C:26]3[O:30][C:29](=[O:31])[N:28]([CH3:32])[C:27]=3[CH:33]=2)[O:14][CH2:13]1. (4) Given the reactants Cl[CH2:2][CH2:3][CH2:4][CH:5]1[O:9][CH2:8][CH2:7][O:6]1.[C-:10]#[N:11].[Na+].[I-].[Na+].O, predict the reaction product. The product is: [O:6]1[CH2:7][CH2:8][O:9][CH:5]1[CH2:4][CH2:3][CH2:2][C:10]#[N:11]. (5) Given the reactants [CH3:1][NH:2][C:3]([N:5]([CH3:7])[NH2:6])=[O:4].[F:8][C:9]1[CH:18]=[C:17]2[C:12]([CH:13]=[CH:14][CH:15]=[N:16]2)=[CH:11][C:10]=1[CH2:19][C:20]1[N:24]2[N:25]=[C:26]([C:29](=O)[CH3:30])[CH:27]=[CH:28][C:23]2=[N:22][CH:21]=1, predict the reaction product. The product is: [F:8][C:9]1[CH:18]=[C:17]2[C:12]([CH:13]=[CH:14][CH:15]=[N:16]2)=[CH:11][C:10]=1[CH2:19][C:20]1[N:24]2[N:25]=[C:26](/[C:29](=[N:6]/[N:5]([CH3:7])[C:3]([NH:2][CH3:1])=[O:4])/[CH3:30])[CH:27]=[CH:28][C:23]2=[N:22][CH:21]=1. (6) Given the reactants [N+:1]([C:4]1[C:5]([NH:13][C@H:14]2[CH2:19][CH2:18][CH2:17][N:16]([C:20]([O:22][C:23]([CH3:26])([CH3:25])[CH3:24])=[O:21])[CH2:15]2)=[C:6]2[S:12][CH:11]=[CH:10][C:7]2=[N:8][CH:9]=1)([O-])=O, predict the reaction product. The product is: [NH2:1][C:4]1[C:5]([NH:13][C@H:14]2[CH2:19][CH2:18][CH2:17][N:16]([C:20]([O:22][C:23]([CH3:26])([CH3:25])[CH3:24])=[O:21])[CH2:15]2)=[C:6]2[S:12][CH:11]=[CH:10][C:7]2=[N:8][CH:9]=1. (7) Given the reactants [NH2:1][C:2]1[CH:3]=[CH:4][C:5](N2CCN(CC3C=CC=CC=3)C(=O)C2)=[N:6][CH:7]=1.ClC1C=CC([N+]([O-])=O)=CN=1.[C:32]1([OH:38])[CH:37]=[CH:36][CH:35]=[CH:34][CH:33]=1, predict the reaction product. The product is: [NH2:1][C:2]1[CH:7]=[N:6][CH:5]=[C:4]([O:38][C:32]2[CH:37]=[CH:36][CH:35]=[CH:34][CH:33]=2)[CH:3]=1.